From a dataset of Full USPTO retrosynthesis dataset with 1.9M reactions from patents (1976-2016). Predict the reactants needed to synthesize the given product. (1) Given the product [Cl:49][C:42]1[C:43]([F:48])=[CH:44][CH:45]=[C:46]([Cl:47])[C:41]=1[CH:39]([O:38][C:37]1[C:32]2[O:31][CH:30]=[C:29]([C:17]3[CH:16]=[N:15][N:14]([CH:11]4[CH2:10][CH2:9][NH:8][CH2:13][CH2:12]4)[CH:18]=3)[C:33]=2[CH:34]=[N:35][C:36]=1[NH2:50])[CH3:40].[ClH:47], predict the reactants needed to synthesize it. The reactants are: C(OC([N:8]1[CH2:13][CH2:12][CH:11]([N:14]2[CH:18]=[C:17](B3OC(C)(C)C(C)(C)O3)[CH:16]=[N:15]2)[CH2:10][CH2:9]1)=O)(C)(C)C.Br[C:29]1[C:33]2[CH:34]=[N:35][C:36]([NH2:50])=[C:37]([O:38][CH:39]([C:41]3[C:46]([Cl:47])=[CH:45][CH:44]=[C:43]([F:48])[C:42]=3[Cl:49])[CH3:40])[C:32]=2[O:31][CH:30]=1.C(=O)([O-])[O-].[K+].[K+]. (2) Given the product [Cl:1][CH2:2][C:3]([N:5]1[C@@H:13]([C:14]#[CH:15])[CH2:12][CH2:11][C@H:6]1[C:7]([OH:9])=[O:8])=[O:4], predict the reactants needed to synthesize it. The reactants are: [Cl:1][CH2:2][C:3]([N:5]1[C@@H:13]([C:14]#[C:15][Si](C)(C)C)[CH2:12][CH2:11][C@H:6]1[C:7]([O:9]C)=[O:8])=[O:4].O[Li].O. (3) Given the product [Cl:15][C:14]1[C:9]2[NH:8][CH:7]=[C:6]([C:4]([OH:5])=[O:3])[C:10]=2[N:11]=[CH:12][N:13]=1, predict the reactants needed to synthesize it. The reactants are: C([O:3][C:4]([C:6]1[C:10]2[N:11]=[CH:12][N:13]=[C:14]([Cl:15])[C:9]=2[NH:8][CH:7]=1)=[O:5])C.O[Li].O. (4) Given the product [Cl:15][C:14]1[CH:13]=[CH:12][C:11]([C:16]2[N:21]=[C:20]([C:22]([O:24][CH3:25])=[O:23])[CH:19]=[CH:18][C:17]=2[C:26]2[CH:31]=[CH:30][CH:29]=[CH:28][C:27]=2[Cl:32])=[CH:10][C:9]=1[O:8][CH2:7][CH2:6][CH2:5][N:48]([CH3:43])[CH3:47], predict the reactants needed to synthesize it. The reactants are: COC1C=C[C:6]([CH2:7][O:8][C:9]2[CH:10]=[C:11]([C:16]3[N:21]=[C:20]([C:22]([O:24][CH3:25])=[O:23])[CH:19]=[CH:18][C:17]=3[C:26]3[CH:31]=[CH:30][CH:29]=[CH:28][C:27]=3[Cl:32])[CH:12]=[CH:13][C:14]=2[Cl:15])=[CH:5]C=1.Cl.ClC1C=CC([C:43]2[N:48]=[C:47](C(O)=O)C=CC=2C2C=CC=CC=2Cl)=CC=1OCCCN(C)C. (5) Given the product [F:45][CH:43]([F:44])[N:35]1[N:34]=[CH:33][C:32]2[NH:31][C:30](=[O:46])[C@H:29]([CH3:47])[CH2:28][CH2:27][CH2:26][C@H:25]([N:11]3[C:10](=[O:14])[CH:9]=[C:8]([C:6]4[CH:7]=[C:2]([F:1])[CH:3]=[CH:4][C:5]=4[N:15]4[CH:19]=[C:18]([C:20]([F:21])([F:23])[F:22])[N:17]=[N:16]4)[N:13]=[CH:12]3)[C:41]3[CH:42]=[C:37]([CH:38]=[CH:39][N:40]=3)[C:36]1=2, predict the reactants needed to synthesize it. The reactants are: [F:1][C:2]1[CH:3]=[CH:4][C:5]([N:15]2[CH:19]=[C:18]([C:20]([F:23])([F:22])[F:21])[N:17]=[N:16]2)=[C:6]([C:8]2[N:13]=[CH:12][N:11]=[C:10]([OH:14])[CH:9]=2)[CH:7]=1.N[C@@H:25]1[C:41]2[CH:42]=[C:37]([CH:38]=[CH:39][N:40]=2)[C:36]2[N:35]([CH:43]([F:45])[F:44])[N:34]=[CH:33][C:32]=2[NH:31][C:30](=[O:46])[C@H:29]([CH3:47])[CH2:28][CH2:27][CH2:26]1.CN(C(ON1N=NC2C=CC=NC1=2)=[N+](C)C)C.F[P-](F)(F)(F)(F)F.C1CCN2C(=NCCC2)CC1. (6) Given the product [Cl:2][C:3]1[CH:4]=[N+:5]([O-:35])[CH:6]=[C:7]([Cl:34])[C:8]=1[CH2:9][C@@H:10]([C:19]1[CH:24]=[CH:23][C:22]([O:25][CH:26]([F:28])[F:27])=[C:21]([O:29][CH2:30][CH:31]2[CH2:33][CH2:32]2)[CH:20]=1)[O:11][C:12]([C@H:14]1[N:18]([CH2:39][CH:36]2[CH2:38][CH2:37]2)[CH2:17][CH2:16][S:15]1)=[O:13], predict the reactants needed to synthesize it. The reactants are: Cl.[Cl:2][C:3]1[CH:4]=[N+:5]([O-:35])[CH:6]=[C:7]([Cl:34])[C:8]=1[CH2:9][C@@H:10]([C:19]1[CH:24]=[CH:23][C:22]([O:25][CH:26]([F:28])[F:27])=[C:21]([O:29][CH2:30][CH:31]2[CH2:33][CH2:32]2)[CH:20]=1)[O:11][C:12]([C@H:14]1[NH:18][CH2:17][CH2:16][S:15]1)=[O:13].[CH:36]1([CH:39]=O)[CH2:38][CH2:37]1.C([BH3-])#N.[Na+].